From a dataset of Reaction yield outcomes from USPTO patents with 853,638 reactions. Predict the reaction yield, written as a fraction of the theoretical maximum amount of product (1.0 means a 100% yield; for example, 0.34 means a 34% yield). (1) The reactants are [C:1]([C:3]1[CH:4]=[C:5]2[C:10](=[CH:11][C:12]=1[O:13][CH3:14])[N:9]=[CH:8][CH:7]=[C:6]2[O:15][C:16]1[CH:21]=[CH:20][C:19]([NH:22][C:23](=[O:31])OC2C=CC=CC=2)=[CH:18][CH:17]=1)#[N:2].[NH2:32][C:33]1[CH:38]=[CH:37][CH:36]=[CH:35][N:34]=1.O. The catalyst is CS(C)=O. The product is [C:1]([C:3]1[CH:4]=[C:5]2[C:10](=[CH:11][C:12]=1[O:13][CH3:14])[N:9]=[CH:8][CH:7]=[C:6]2[O:15][C:16]1[CH:21]=[CH:20][C:19]([NH:22][C:23]([NH:32][C:33]2[CH:38]=[CH:37][CH:36]=[CH:35][N:34]=2)=[O:31])=[CH:18][CH:17]=1)#[N:2]. The yield is 0.540. (2) The reactants are [CH3:1][O:2][C:3]1[CH:8]=[CH:7][C:6](Br)=[CH:5][CH:4]=1.[C:10]([C:13]1[CH:18]=[CH:17][C:16](B(O)O)=[CH:15][CH:14]=1)(=[O:12])[CH3:11]. No catalyst specified. The product is [CH3:1][O:2][C:3]1[CH:8]=[CH:7][C:6]([C:16]2[CH:17]=[CH:18][C:13]([C:10](=[O:12])[CH3:11])=[CH:14][CH:15]=2)=[CH:5][CH:4]=1. The yield is 0.840. (3) The reactants are [CH3:1][C:2]1[N:3]=[C:4]([C:9]2[CH:14]=[CH:13][CH:12]=[CH:11][CH:10]=2)[S:5][C:6]=1[CH2:7]O.C(N(CC)CC)C.CS([Cl:26])(=O)=O. The catalyst is ClCCl. The product is [Cl:26][CH2:7][C:6]1[S:5][C:4]([C:9]2[CH:14]=[CH:13][CH:12]=[CH:11][CH:10]=2)=[N:3][C:2]=1[CH3:1]. The yield is 0.640. (4) The reactants are [CH:1]([C:4]1[C:12]2[O:11][CH:10]([CH2:13][NH2:14])[CH2:9][C:8]=2[CH:7]=[CH:6][CH:5]=1)([CH3:3])[CH3:2].C(N(C(C)C)CC)(C)C.Cl[C:25]([O:27][CH2:28][C:29]1[CH:34]=[CH:33][CH:32]=[CH:31][CH:30]=1)=[O:26]. No catalyst specified. The product is [CH:1]([C:4]1[C:12]2[O:11][CH:10]([CH2:13][NH:14][C:25](=[O:26])[O:27][CH2:28][C:29]3[CH:34]=[CH:33][CH:32]=[CH:31][CH:30]=3)[CH2:9][C:8]=2[CH:7]=[CH:6][CH:5]=1)([CH3:3])[CH3:2]. The yield is 0.590. (5) The reactants are [Cl:1][C:2]1[CH:7]=[C:6]([CH:8]2[CH2:10][CH2:9]2)[CH:5]=[C:4]([CH3:11])[C:3]=1[N:12]=[C:13]=[S:14].Cl.[NH2:16][NH:17][C:18](N)=[NH:19].C(N(C(C)C)CC)(C)C. The catalyst is CN(C)C=O. The product is [NH2:19][C:18]1[N:12]([C:3]2[C:4]([CH3:11])=[CH:5][C:6]([CH:8]3[CH2:9][CH2:10]3)=[CH:7][C:2]=2[Cl:1])[C:13]([SH:14])=[N:16][N:17]=1. The yield is 0.660. (6) The product is [CH:1]1([C:6]2[CH:11]=[CH:10][C:9]([CH2:12][CH2:13][S:14]([NH:17][C:18]3[CH:23]=[CH:22][CH:21]=[CH:20][C:19]=3[S:24]([NH2:27])(=[O:25])=[O:26])(=[O:15])=[O:16])=[CH:8][CH:7]=2)[CH2:5][CH2:4][CH2:3][CH2:2]1. The reactants are [C:1]1([C:6]2[CH:11]=[CH:10][C:9](/[CH:12]=[CH:13]/[S:14]([NH:17][C:18]3[CH:23]=[CH:22][CH:21]=[CH:20][C:19]=3[S:24]([NH2:27])(=[O:26])=[O:25])(=[O:16])=[O:15])=[CH:8][CH:7]=2)[CH2:5][CH2:4][CH2:3][CH:2]=1.CO.[H][H].C(OCC)(=O)C.CO. The yield is 0.550. The catalyst is CCOC(C)=O. (7) The reactants are [C:1]([O:5][C:6]([N:8]1[C:13]2[CH:14]=[C:15]([Cl:19])[CH:16]=[C:17](Br)[C:12]=2[O:11][CH:10]([C:20]([N:22]2[CH2:27][CH2:26][C:25]([C:36]#[N:37])([CH2:28][C:29]3[CH:34]=[CH:33][C:32]([F:35])=[CH:31][CH:30]=3)[CH2:24][CH2:23]2)=[O:21])[CH2:9]1)=[O:7])([CH3:4])([CH3:3])[CH3:2].[N:38]1[CH:43]=[CH:42][C:41](B(O)O)=[CH:40][CH:39]=1.C([O-])([O-])=O.[Na+].[Na+]. The catalyst is C1(C)C=CC=CC=1.O. The product is [C:1]([O:5][C:6]([N:8]1[C:13]2[CH:14]=[C:15]([Cl:19])[CH:16]=[C:17]([C:41]3[CH:42]=[CH:43][N:38]=[CH:39][CH:40]=3)[C:12]=2[O:11][CH:10]([C:20]([N:22]2[CH2:27][CH2:26][C:25]([C:36]#[N:37])([CH2:28][C:29]3[CH:34]=[CH:33][C:32]([F:35])=[CH:31][CH:30]=3)[CH2:24][CH2:23]2)=[O:21])[CH2:9]1)=[O:7])([CH3:4])([CH3:3])[CH3:2]. The yield is 0.697.